This data is from Full USPTO retrosynthesis dataset with 1.9M reactions from patents (1976-2016). The task is: Predict the reactants needed to synthesize the given product. (1) Given the product [CH3:1][C:2]1([CH3:11])[CH2:3][CH2:4][CH:5]([CH2:8][CH:9]=[O:10])[CH2:6][CH2:7]1, predict the reactants needed to synthesize it. The reactants are: [CH3:1][C:2]1([CH3:11])[CH2:7][CH2:6][CH:5]([CH2:8][CH2:9][OH:10])[CH2:4][CH2:3]1.C(Cl)Cl. (2) Given the product [Cl:9][C:10]1[CH:15]=[C:14]([Cl:16])[N:13]=[C:12]([C:17]([NH:8][C:6]2[CH:5]=[CH:4][CH:3]=[C:2]([CH3:1])[N:7]=2)=[O:18])[CH:11]=1, predict the reactants needed to synthesize it. The reactants are: [CH3:1][C:2]1[N:7]=[C:6]([NH2:8])[CH:5]=[CH:4][CH:3]=1.[Cl:9][C:10]1[CH:15]=[C:14]([Cl:16])[N:13]=[C:12]([C:17](O)=[O:18])[CH:11]=1. (3) Given the product [CH3:7][N:8]([CH3:17])[C:9]1[CH:16]=[CH:15][CH:14]=[CH:13][C:10]=1[CH2:11][Al:4]([CH2:5][CH3:6])[CH2:2][CH3:3], predict the reactants needed to synthesize it. The reactants are: [Cl-].[CH2:2]([Al+:4][CH2:5][CH3:6])[CH3:3].[CH3:7][N:8]([CH3:17])[C:9]1[CH:16]=[CH:15][CH:14]=[CH:13][C:10]=1[CH2:11][Li]. (4) Given the product [OH:3][CH:4]1[CH2:8][CH2:7][C:6]([CH3:13])([C:9]([O:11][CH3:12])=[O:10])[CH2:5]1, predict the reactants needed to synthesize it. The reactants are: [H-].[Na+].[OH:3][CH:4]1[CH2:8][CH2:7][CH:6]([C:9]([O:11][CH3:12])=[O:10])[CH2:5]1.[CH:13](NC(C)C)(C)C.[Li]CCCC.[Li+].CC([N-]C(C)C)C.CI. (5) The reactants are: [CH:1]1([C:4]#[C:5][C:6]2[S:10][C:9]([C:11]([O:13][CH3:14])=[O:12])=[C:8]([NH:15][CH2:16][C:17]([N:19]3[CH2:24][CH2:23][O:22][CH2:21][CH2:20]3)=[O:18])[CH:7]=2)[CH2:3][CH2:2]1.CCN(CC)CC.[CH3:32][C@H:33]1[CH2:38][CH2:37][C@H:36]([C:39](Cl)=[O:40])[CH2:35][CH2:34]1. Given the product [CH:1]1([C:4]#[C:5][C:6]2[S:10][C:9]([C:11]([O:13][CH3:14])=[O:12])=[C:8]([N:15]([C:39]([C@H:36]3[CH2:37][CH2:38][C@H:33]([CH3:32])[CH2:34][CH2:35]3)=[O:40])[CH2:16][C:17]([N:19]3[CH2:20][CH2:21][O:22][CH2:23][CH2:24]3)=[O:18])[CH:7]=2)[CH2:2][CH2:3]1, predict the reactants needed to synthesize it. (6) Given the product [C:1]([C:3]1[CH:4]=[C:5]([CH:10]=[C:11]([CH3:13])[N:12]=1)[C:6]([OH:8])=[O:7])#[N:2], predict the reactants needed to synthesize it. The reactants are: [C:1]([C:3]1[CH:4]=[C:5]([CH:10]=[C:11]([CH3:13])[N:12]=1)[C:6]([O:8]C)=[O:7])#[N:2].[Li+].[OH-].Cl. (7) The reactants are: [C:1]([O:5][C:6](=[O:15])[NH:7][C:8]1[N:9]([CH3:14])[N:10]=[CH:11][C:12]=1Br)([CH3:4])([CH3:3])[CH3:2].[CH2:16]([O:18][C:19]([C:21]1([C:24]2[CH:29]=[CH:28][C:27]([C:30]3[CH:35]=[CH:34][C:33](B4OC(C)(C)C(C)(C)O4)=[CH:32][CH:31]=3)=[CH:26][CH:25]=2)[CH2:23][CH2:22]1)=[O:20])[CH3:17]. Given the product [CH2:16]([O:18][C:19]([C:21]1([C:24]2[CH:25]=[CH:26][C:27]([C:30]3[CH:31]=[CH:32][C:33]([C:12]4[CH:11]=[N:10][N:9]([CH3:14])[C:8]=4[NH:7][C:6]([O:5][C:1]([CH3:4])([CH3:3])[CH3:2])=[O:15])=[CH:34][CH:35]=3)=[CH:28][CH:29]=2)[CH2:23][CH2:22]1)=[O:20])[CH3:17], predict the reactants needed to synthesize it. (8) Given the product [O:107]1[CH2:108][CH2:109][N:104]([C:86]2[C:87]3[N:88]([CH:89]=[C:90]([CH2:92][O:93][C:94]4[CH:103]=[CH:102][C:101]5[C:96](=[CH:97][CH:98]=[CH:99][CH:100]=5)[N:95]=4)[N:91]=3)[C:83]([CH:15]3[CH2:14][CH2:13][N:12]([S:9]([NH:8][C:6](=[O:7])[O:5][C:1]([CH3:2])([CH3:3])[CH3:4])(=[O:10])=[O:11])[CH2:17][CH2:16]3)=[CH:84][N:85]=2)[CH2:105][CH2:106]1, predict the reactants needed to synthesize it. The reactants are: [C:1]([O:5][C:6]([N-:8][S:9]([N:12]1[CH:17]=[CH:16][C:15](=[N+](C)C)[CH:14]=[CH:13]1)(=[O:11])=[O:10])=[O:7])([CH3:4])([CH3:3])[CH3:2].FC(F)(F)C(O)=O.O1CCN(C2C3N(C=C(/C=C/C4C=CC5C(=CC=CC=5)N=4)N=3)C(C3C=CC(N4CCC(C(O)=O)CC4)=CC=3)=CN=2)CC1.FC(F)(F)C(O)=O.N1CCC([C:83]2[N:88]3[CH:89]=[C:90]([CH2:92][O:93][C:94]4[CH:103]=[CH:102][C:101]5[C:96](=[CH:97][CH:98]=[CH:99][CH:100]=5)[N:95]=4)[N:91]=[C:87]3[C:86]([N:104]3[CH2:109][CH2:108][O:107][CH2:106][CH2:105]3)=[N:85][CH:84]=2)CC1.CCN(C(C)C)C(C)C.